Dataset: Reaction yield outcomes from USPTO patents with 853,638 reactions. Task: Predict the reaction yield, written as a fraction of the theoretical maximum amount of product (1.0 means a 100% yield; for example, 0.34 means a 34% yield). (1) The reactants are [C:1](Cl)(=[O:3])[CH3:2].[N+:5]([C:8]1[CH:9]=[CH:10][C:11]2[CH2:17][CH2:16][CH2:15][CH2:14][NH:13][C:12]=2[CH:18]=1)([O-:7])=[O:6].C([O-])(O)=O.[Na+]. The catalyst is C(Cl)Cl. The product is [N+:5]([C:8]1[CH:9]=[CH:10][C:11]2[CH2:17][CH2:16][CH2:15][CH2:14][N:13]([C:1](=[O:3])[CH3:2])[C:12]=2[CH:18]=1)([O-:7])=[O:6]. The yield is 0.800. (2) The reactants are C([O:3][C:4](=[O:17])[CH2:5][C:6]1[N:7]=[C:8]([CH:11]2[CH2:16][CH2:15][CH2:14][CH2:13][CH2:12]2)[O:9][CH:10]=1)C.O[Li].O. The catalyst is CO.O. The product is [CH:11]1([C:8]2[O:9][CH:10]=[C:6]([CH2:5][C:4]([OH:17])=[O:3])[N:7]=2)[CH2:12][CH2:13][CH2:14][CH2:15][CH2:16]1. The yield is 1.00. (3) The reactants are [CH3:1][C:2]1[N:7]=[C:6]([C:8]([OH:10])=O)[CH:5]=[CH:4][C:3]=1[N+:11]([O-:13])=[O:12].[N:14]1([CH2:20][CH2:21][NH2:22])[CH2:19][CH2:18][O:17][CH2:16][CH2:15]1.CN(C(ON1N=NC2C=CC=CC1=2)=[N+](C)C)C.[B-](F)(F)(F)F.CCN(C(C)C)C(C)C. The catalyst is C(Cl)Cl. The product is [CH3:1][C:2]1[N:7]=[C:6]([C:8]([NH:22][CH2:21][CH2:20][N:14]2[CH2:19][CH2:18][O:17][CH2:16][CH2:15]2)=[O:10])[CH:5]=[CH:4][C:3]=1[N+:11]([O-:13])=[O:12]. The yield is 0.300. (4) The reactants are [OH-].[K+].[NH2:3][C:4]1[CH:9]=[CH:8][CH:7]=[CH:6][C:5]=1[SH:10].[K].I[CH2:13][CH2:14]I. The catalyst is C(O)(C)C. The product is [CH2:5]([S:10][C:14]1[CH:13]=[CH:7][CH:8]=[CH:9][C:4]=1[NH2:3])[CH2:6][S:10][C:5]1[CH:6]=[CH:7][CH:8]=[CH:9][C:4]=1[NH2:3]. The yield is 0.585.